This data is from Full USPTO retrosynthesis dataset with 1.9M reactions from patents (1976-2016). The task is: Predict the reactants needed to synthesize the given product. (1) Given the product [CH:1]([C:4]1[CH:9]=[CH:8][C:7]([S:10]([C:13]2[CH:18]=[CH:17][CH:16]=[CH:15][CH:14]=2)(=[O:11])=[O:12])=[CH:6][C:5]=1[S:20]([Cl:19])(=[O:22])=[O:21])([CH3:3])[CH3:2], predict the reactants needed to synthesize it. The reactants are: [CH:1]([C:4]1[CH:9]=[CH:8][C:7]([S:10]([C:13]2[CH:18]=[CH:17][CH:16]=[CH:15][CH:14]=2)(=[O:12])=[O:11])=[CH:6][CH:5]=1)([CH3:3])[CH3:2].[Cl:19][S:20](O)(=[O:22])=[O:21].Cl. (2) Given the product [NH2:9][C@H:10]([C:13]([O:15][CH2:16][CH3:17])=[O:14])[CH2:11][SH:12].[NH2:9][C@H:10]([C:13]([OH:15])=[O:14])[CH2:11][SH:12], predict the reactants needed to synthesize it. The reactants are: P([O-])([O-])([O-])=O.[Na+].[Na+].[Na+].[NH2:9][C@H:10]([C:13]([OH:15])=[O:14])[CH2:11][SH:12].[CH2:16](O)[CH3:17].C(Cl)(Cl)Cl.C1C=CC=CC=1. (3) Given the product [C:19]1([CH2:18][NH:3][CH:4]2[CH:9]3[CH2:10][CH2:11][N:6]([CH2:7][CH2:8]3)[CH2:5]2)[CH:24]=[CH:23][CH:22]=[CH:21][CH:20]=1, predict the reactants needed to synthesize it. The reactants are: Cl.Cl.[NH2:3][CH:4]1[CH:9]2[CH2:10][CH2:11][N:6]([CH2:7][CH2:8]2)[CH2:5]1.C([O-])([O-])=O.[Na+].[Na+].[CH:18](=O)[C:19]1[CH:24]=[CH:23][CH:22]=[CH:21][CH:20]=1.[BH4-].[Na+]. (4) Given the product [CH:1]1([C:7]2[C:8]3[CH:9]=[CH:10][C:11]([C:36]([OH:38])=[O:37])=[CH:12][C:13]=3[N:14]3[CH2:20][CH:19]([C:21]([N:23]([CH3:44])[CH:24]4[CH2:25][CH2:26][O:27][CH2:28][CH2:29]4)=[O:22])[CH2:18][C:17]4[CH:30]=[C:31]([O:34][CH3:35])[CH:32]=[CH:33][C:16]=4[C:15]=23)[CH2:2][CH2:3][CH2:4][CH2:5][CH2:6]1, predict the reactants needed to synthesize it. The reactants are: [CH:1]1([C:7]2[C:8]3[CH:9]=[CH:10][C:11]([C:36]([O:38]C)=[O:37])=[CH:12][C:13]=3[N:14]3[CH2:20][CH:19]([C:21]([NH:23][CH:24]4[CH2:29][CH2:28][O:27][CH2:26][CH2:25]4)=[O:22])[CH2:18][C:17]4[CH:30]=[C:31]([O:34][CH3:35])[CH:32]=[CH:33][C:16]=4[C:15]=23)[CH2:6][CH2:5][CH2:4][CH2:3][CH2:2]1.CI.[H-].[Na+].[CH3:44]NC(N)=O.